Dataset: Catalyst prediction with 721,799 reactions and 888 catalyst types from USPTO. Task: Predict which catalyst facilitates the given reaction. (1) Reactant: [NH2:1][C:2]1[N:7]=[C:6]([O:8][CH2:9][CH2:10][OH:11])[C:5]([N:12]=O)=[C:4]([NH2:14])[N:3]=1.[ClH:15]. Product: [ClH:15].[ClH:15].[NH2:1][C:2]1[N:7]=[C:6]([O:8][CH2:9][CH2:10][OH:11])[C:5]([NH2:12])=[C:4]([NH2:14])[N:3]=1. The catalyst class is: 63. (2) Reactant: [CH:1]1[C:6]([Cl:7])=[CH:5][C:4]([Cl:8])=[C:3]([O:9][CH2:10][C:11]([OH:13])=[O:12])[CH:2]=1.[OH-].[OH:15][CH2:16][CH2:17][N+:18]([CH3:21])([CH3:20])[CH3:19]. Product: [CH3:19][N+:18]([CH2:17][CH2:16][OH:15])([CH3:21])[CH3:20].[CH:1]1[C:6]([Cl:7])=[CH:5][C:4]([Cl:8])=[C:3]([O:9][CH2:10][C:11]([O-:13])=[O:12])[CH:2]=1. The catalyst class is: 6. (3) Reactant: CO[C:3](=[O:24])[CH2:4][CH2:5][C:6]([C:15]1[CH:20]=[C:19]([Br:21])[CH:18]=[CH:17][C:16]=1[O:22][CH3:23])([C:13]#[N:14])[CH2:7][CH2:8][C:9]([O:11][CH3:12])=[O:10].[H-].[Na+]. Product: [CH3:12][O:11][C:9]([CH:8]1[CH2:7][C:6]([C:15]2[CH:20]=[C:19]([Br:21])[CH:18]=[CH:17][C:16]=2[O:22][CH3:23])([C:13]#[N:14])[CH2:5][CH2:4][C:3]1=[O:24])=[O:10]. The catalyst class is: 113. (4) Reactant: [CH3:1][C:2]1[C:7]([CH3:8])=[CH:6][CH:5]=[CH:4][C:3]=1[N:9]1[C:13]([SH:14])=[N:12][N:11]=[N:10]1.N1C=CC=CC=1.Br[CH2:22][C:23]([O:25][CH2:26][CH3:27])=[O:24]. Product: [CH2:26]([O:25][C:23](=[O:24])[CH2:22][S:14][C:13]1[N:9]([C:3]2[CH:4]=[CH:5][CH:6]=[C:7]([CH3:8])[C:2]=2[CH3:1])[N:10]=[N:11][N:12]=1)[CH3:27]. The catalyst class is: 197.